Dataset: Reaction yield outcomes from USPTO patents with 853,638 reactions. Task: Predict the reaction yield, written as a fraction of the theoretical maximum amount of product (1.0 means a 100% yield; for example, 0.34 means a 34% yield). (1) The reactants are [CH3:1][N:2]1[C:10]2[C:5](=[CH:6][CH:7]=[CH:8][CH:9]=2)[CH:4]=[C:3]1[CH:11]=O.[CH2:13]([NH2:20])[CH2:14][CH2:15][CH2:16][CH2:17][CH2:18][CH3:19].C(O)(=O)C.C([BH3-])#N.[Na+]. The product is [CH2:13]([NH:20][CH2:11][C:3]1[N:2]([CH3:1])[C:10]2[C:5]([CH:4]=1)=[CH:6][CH:7]=[CH:8][CH:9]=2)[CH2:14][CH2:15][CH2:16][CH2:17][CH2:18][CH3:19]. The yield is 0.610. The catalyst is C(O)C.O. (2) The reactants are [CH3:1][O:2][C:3]1[CH:8]=[CH:7][C:6]([C:9]2[O:13][C:12]([C:14]3[CH:15]=[C:16]([CH:20]=[CH:21][CH:22]=3)[C:17](O)=[O:18])=[N:11][CH:10]=2)=[CH:5][CH:4]=1.CCN=C=NCCCN(C)C.Cl.C1C=CC2N(O)N=NC=2C=1.[C:45]([O:49][C:50]([NH:52][NH2:53])=[O:51])([CH3:48])([CH3:47])[CH3:46]. The catalyst is CN(C)C=O.O. The product is [C:45]([O:49][C:50]([NH:52][NH:53][C:17](=[O:18])[C:16]1[CH:20]=[CH:21][CH:22]=[C:14]([C:12]2[O:13][C:9]([C:6]3[CH:5]=[CH:4][C:3]([O:2][CH3:1])=[CH:8][CH:7]=3)=[CH:10][N:11]=2)[CH:15]=1)=[O:51])([CH3:48])([CH3:47])[CH3:46]. The yield is 0.820. (3) The reactants are [OH:1][C@@H:2]([CH2:33]O)[CH2:3][N:4]1[CH:8]=[CH:7][C:6]([NH:9][C:10](=[O:32])[C@@H:11]([N:16]2[CH2:20][C:19]([O:21][C:22]3[CH:27]=[CH:26][CH:25]=[C:24]([O:28][CH2:29][CH3:30])[CH:23]=3)=[CH:18][C:17]2=[O:31])[CH2:12][CH:13]([CH3:15])[CH3:14])=[N:5]1.[CH3:35]N(C)CCCN=C=NCC.ON1C2C=CC=CC=2N=N1.Cl.O[C@@H](CO)CN1C=CC(NC(=O)[C@@H](N2CC(OC3C=CC=C(Cl)C=3Cl)=CC2=O)CC(C)C)=N1. The catalyst is ClCCl. The product is [OH:1][C:2]([CH3:33])([CH3:35])[CH2:3][N:4]1[CH:8]=[CH:7][C:6]([NH:9][C:10](=[O:32])[C@@H:11]([N:16]2[CH2:20][C:19]([O:21][C:22]3[CH:27]=[CH:26][CH:25]=[C:24]([O:28][CH2:29][CH3:30])[CH:23]=3)=[CH:18][C:17]2=[O:31])[CH2:12][CH:13]([CH3:15])[CH3:14])=[N:5]1. The yield is 0.510. (4) The reactants are [F:1][C:2]1[CH:3]=[C:4]([C:8]2[N:13]=[C:12]([NH2:14])[N:11]=[C:10]([NH2:15])[C:9]=2[C:16]2[CH:17]=[N:18][C:19]([O:22]C)=[CH:20][CH:21]=2)[CH:5]=[CH:6][CH:7]=1.Br.[OH-].[Na+]. The catalyst is C(O)(=O)C. The product is [NH2:14][C:12]1[N:11]=[C:10]([NH2:15])[C:9]([C:16]2[CH:21]=[CH:20][C:19](=[O:22])[NH:18][CH:17]=2)=[C:8]([C:4]2[CH:5]=[CH:6][CH:7]=[C:2]([F:1])[CH:3]=2)[N:13]=1. The yield is 0.700. (5) The reactants are Br[C:2]1[CH:3]=[C:4]2[C:9](=[N:10][CH:11]=1)[NH:8][CH2:7][CH2:6][CH:5]2[O:12][C:13]1[CH:18]=[CH:17][CH:16]=[C:15]([Cl:19])[CH:14]=1.[O:20]1[CH2:25][CH2:24][N:23]([C:26]2[CH:31]=[CH:30][C:29](B(O)O)=[CH:28][CH:27]=2)[CH2:22][CH2:21]1. The yield is 0.730. The product is [Cl:19][C:15]1[CH:14]=[C:13]([CH:18]=[CH:17][CH:16]=1)[O:12][CH:5]1[C:4]2[C:9](=[N:10][CH:11]=[C:2]([C:29]3[CH:28]=[CH:27][C:26]([N:23]4[CH2:22][CH2:21][O:20][CH2:25][CH2:24]4)=[CH:31][CH:30]=3)[CH:3]=2)[NH:8][CH2:7][CH2:6]1. The catalyst is C(OCC)(=O)C.CCCCCC. (6) The reactants are [N:1]1[O:2][N:3]=[C:4]2[CH:9]=[C:8]([C:10]([O:12]CC)=[O:11])[CH:7]=[CH:6][C:5]=12.[OH-].[Na+].Cl. The catalyst is CO. The product is [N:1]1[O:2][N:3]=[C:4]2[CH:9]=[C:8]([C:10]([OH:12])=[O:11])[CH:7]=[CH:6][C:5]=12. The yield is 0.820. (7) The reactants are [C:1]1([NH:7][NH2:8])[CH:6]=[CH:5][CH:4]=[CH:3][CH:2]=1.[C:9]([C:15](OC)=[O:16])#[C:10][C:11]([O:13][CH3:14])=[O:12]. The catalyst is CO. The product is [CH3:14][O:13][C:11]([C:10]1[CH2:9][C:15](=[O:16])[N:7]([C:1]2[CH:6]=[CH:5][CH:4]=[CH:3][CH:2]=2)[N:8]=1)=[O:12]. The yield is 0.590. (8) The reactants are C[O:2][C:3]1[CH:4]=[C:5]([C:11]([CH3:16])([CH3:15])[C:12]([OH:14])=[O:13])[CH:6]=[C:7]([O:9]C)[CH:8]=1. The catalyst is C(Cl)Cl. The product is [OH:2][C:3]1[CH:4]=[C:5]([C:11]([CH3:16])([CH3:15])[C:12]([OH:14])=[O:13])[CH:6]=[C:7]([OH:9])[CH:8]=1. The yield is 0.850. (9) The catalyst is C(Cl)Cl. The product is [CH3:24][S:25]([N:12]1[CH2:11][CH2:10][CH:9]([O:8][C:7]2[CH:15]=[CH:16][C:4]([N+:1]([O-:3])=[O:2])=[CH:5][CH:6]=2)[CH2:14][CH2:13]1)(=[O:27])=[O:26]. The yield is 0.860. The reactants are [N+:1]([C:4]1[CH:16]=[CH:15][C:7]([O:8][CH:9]2[CH2:14][CH2:13][NH:12][CH2:11][CH2:10]2)=[CH:6][CH:5]=1)([O-:3])=[O:2].C(N(CC)CC)C.[CH3:24][S:25](Cl)(=[O:27])=[O:26].